Dataset: Full USPTO retrosynthesis dataset with 1.9M reactions from patents (1976-2016). Task: Predict the reactants needed to synthesize the given product. (1) Given the product [CH3:18][O:5][C:12]1[CH:13]=[CH:14][C:9]([CH2:8][N:6]2[C:1]([NH2:4])=[CH:2][CH:3]=[N:7]2)=[CH:10][CH:11]=1, predict the reactants needed to synthesize it. The reactants are: [C:1](#[N:4])[CH:2]=[CH2:3].[OH2:5].[NH2:6][NH2:7].[CH:8](=O)[C:9]1[CH:14]=[CH:13][C:12](OC)=[CH:11][CH:10]=1.[CH3:18]C(C)([O-])C.[Na+].Cl. (2) Given the product [C:1]([O:5][C:6]([N:8]1[CH2:12][C@H:11]([F:13])[CH2:10][C@H:9]1[C:14]([NH:16][CH2:17][C:18]1[N:23]=[CH:22][C:21]([C:24]([OH:26])=[O:25])=[C:20]([C:28]2[CH:29]=[N:30][C:31]([C:34]([F:37])([F:35])[F:36])=[CH:32][CH:33]=2)[CH:19]=1)=[O:15])=[O:7])([CH3:4])([CH3:2])[CH3:3], predict the reactants needed to synthesize it. The reactants are: [C:1]([O:5][C:6]([N:8]1[CH2:12][C@H:11]([F:13])[CH2:10][C@H:9]1[C:14]([NH:16][CH2:17][C:18]1[N:23]=[CH:22][C:21]([C:24]([O:26]C)=[O:25])=[C:20]([C:28]2[CH:29]=[N:30][C:31]([C:34]([F:37])([F:36])[F:35])=[CH:32][CH:33]=2)[CH:19]=1)=[O:15])=[O:7])([CH3:4])([CH3:3])[CH3:2].[Li+].[OH-].O.C(O)(=O)CC(CC(O)=O)(C(O)=O)O. (3) Given the product [Br:14][C:15]1[CH:16]=[C:17]([O:24][CH3:25])[C:18]([OH:23])=[C:19]([CH:22]=1)[CH2:20][N:4]1[CH2:5][CH2:6][N:1]([C:7]2[N:12]=[CH:11][NH:10][C:9](=[O:13])[CH:8]=2)[CH2:2][CH2:3]1, predict the reactants needed to synthesize it. The reactants are: [N:1]1([C:7]2[N:12]=[CH:11][NH:10][C:9](=[O:13])[CH:8]=2)[CH2:6][CH2:5][NH:4][CH2:3][CH2:2]1.[Br:14][C:15]1[CH:16]=[C:17]([O:24][CH3:25])[C:18]([OH:23])=[C:19]([CH:22]=1)[CH:20]=O. (4) The reactants are: ClCCl.C(=O)([O-])[O-].[K+].[K+].Br[C:11]1[N:16]=[C:15]([C:17](=[O:20])[NH:18][CH3:19])[C:14]([NH:21][C:22]2[C:27]([C:28]([F:31])([F:30])[F:29])=[CH:26][N:25]=[C:24]([NH:32][C:33]3[CH:45]=[CH:44][C:36]([CH2:37][P:38](=[O:43])([OH:42])[O:39][CH2:40][CH3:41])=[CH:35][C:34]=3[O:46][CH3:47])[N:23]=2)=[CH:13][CH:12]=1.[CH2:48]([O:55][CH2:56][CH2:57][CH2:58][N:59]1[CH:63]=[C:62](B2OC(C)(C)C(C)(C)O2)[CH:61]=[C:60]1[C:73]([O:75][CH3:76])=[O:74])[C:49]1[CH:54]=[CH:53][CH:52]=[CH:51][CH:50]=1. Given the product [CH2:48]([O:55][CH2:56][CH2:57][CH2:58][N:59]1[CH:63]=[C:62]([C:11]2[CH:12]=[CH:13][C:14]([NH:21][C:22]3[C:27]([C:28]([F:31])([F:29])[F:30])=[CH:26][N:25]=[C:24]([NH:32][C:33]4[CH:45]=[CH:44][C:36]([CH2:37][P:38]([O:39][CH2:40][CH3:41])([OH:42])=[O:43])=[CH:35][C:34]=4[O:46][CH3:47])[N:23]=3)=[C:15]([C:17](=[O:20])[NH:18][CH3:19])[N:16]=2)[CH:61]=[C:60]1[C:73]([O:75][CH3:76])=[O:74])[C:49]1[CH:50]=[CH:51][CH:52]=[CH:53][CH:54]=1, predict the reactants needed to synthesize it. (5) Given the product [F:33][CH:32]([F:34])[C:28]1[N:27]=[C:26]([C:2]2[C:7]([C:8]3[CH:9]=[C:10]4[C:14](=[CH:15][CH:16]=3)[N:13]([CH2:17][O:18][CH2:19][CH2:20][Si:21]([CH3:24])([CH3:23])[CH3:22])[N:12]=[CH:11]4)=[CH:6][CH:5]=[CH:4][N:3]=2)[CH:31]=[CH:30][CH:29]=1, predict the reactants needed to synthesize it. The reactants are: Cl[C:2]1[C:7]([C:8]2[CH:9]=[C:10]3[C:14](=[CH:15][CH:16]=2)[N:13]([CH2:17][O:18][CH2:19][CH2:20][Si:21]([CH3:24])([CH3:23])[CH3:22])[N:12]=[CH:11]3)=[CH:6][CH:5]=[CH:4][N:3]=1.Br[C:26]1[CH:31]=[CH:30][CH:29]=[C:28]([CH:32]([F:34])[F:33])[N:27]=1. (6) Given the product [NH2:2][C:32]1[O:31][N:30]=[C:29]([C:24]2[CH:25]=[CH:26][CH:27]=[CH:28][C:23]=2[C:8]2[N:7]([C:3]([CH3:5])([CH3:6])[CH3:4])[C:11]3[CH:12]=[CH:13][C:14]([C:16]4[CH:17]=[N:18][C:19]([NH2:22])=[N:20][CH:21]=4)=[CH:15][C:10]=3[N:9]=2)[N:33]=1, predict the reactants needed to synthesize it. The reactants are: [OH-].[NH4+:2].[C:3]([N:7]1[C:11]2[CH:12]=[CH:13][C:14]([C:16]3[CH:17]=[N:18][C:19]([NH2:22])=[N:20][CH:21]=3)=[CH:15][C:10]=2[N:9]=[C:8]1[C:23]1[CH:28]=[CH:27][CH:26]=[CH:25][C:24]=1[C:29]1[N:33]=[C:32](C(Cl)(Cl)Cl)[O:31][N:30]=1)([CH3:6])([CH3:5])[CH3:4].O.